Predict the product of the given reaction. From a dataset of Forward reaction prediction with 1.9M reactions from USPTO patents (1976-2016). (1) Given the reactants Cl.[CH2:2]([C:4]1[S:24][C:7]2[N:8]=[C:9]([S:18][CH2:19][C:20]([O:22][CH3:23])=[O:21])[N:10]=[C:11]([N:12]3[CH2:17][CH2:16][NH:15][CH2:14][CH2:13]3)[C:6]=2[CH:5]=1)[CH3:3].C(N(C(C)C)CC)(C)C.[F:34][C:35]([F:46])([F:45])[C:36]1[CH:44]=[CH:43][C:39]([C:40](Cl)=[O:41])=[CH:38][CH:37]=1, predict the reaction product. The product is: [CH2:2]([C:4]1[S:24][C:7]2[N:8]=[C:9]([S:18][CH2:19][C:20]([O:22][CH3:23])=[O:21])[N:10]=[C:11]([N:12]3[CH2:17][CH2:16][N:15]([C:40](=[O:41])[C:39]4[CH:43]=[CH:44][C:36]([C:35]([F:34])([F:45])[F:46])=[CH:37][CH:38]=4)[CH2:14][CH2:13]3)[C:6]=2[CH:5]=1)[CH3:3]. (2) Given the reactants S(Cl)(Cl)=O.[Br:5][C:6]1[CH:11]=[CH:10][C:9](/[C:12](/[CH3:16])=[CH:13]/[CH2:14]O)=[CH:8][CH:7]=1.C(N(CC)CC)C.[CH3:24][C:25]1([OH:31])[CH2:30][CH2:29][NH:28][CH2:27][CH2:26]1.C(=O)(O)[O-].[Na+], predict the reaction product. The product is: [Br:5][C:6]1[CH:11]=[CH:10][C:9](/[C:12](/[CH3:16])=[CH:13]/[CH2:14][N:28]2[CH2:29][CH2:30][C:25]([CH3:24])([OH:31])[CH2:26][CH2:27]2)=[CH:8][CH:7]=1. (3) Given the reactants [CH2:1]([NH:3][CH:4]([CH3:13])[C:5]([C:7]1[CH:12]=[CH:11][CH:10]=[CH:9][CH:8]=1)=[O:6])[CH3:2].[C:14]1([CH2:20][S:21](Cl)(=[O:23])=[O:22])[CH:19]=[CH:18][CH:17]=[CH:16][CH:15]=1.CCN(CC)CC, predict the reaction product. The product is: [CH2:1]([N:3]([CH:4]([CH3:13])[C:5](=[O:6])[C:7]1[CH:12]=[CH:11][CH:10]=[CH:9][CH:8]=1)[S:21]([CH2:20][C:14]1[CH:19]=[CH:18][CH:17]=[CH:16][CH:15]=1)(=[O:23])=[O:22])[CH3:2].